This data is from Full USPTO retrosynthesis dataset with 1.9M reactions from patents (1976-2016). The task is: Predict the reactants needed to synthesize the given product. (1) Given the product [NH2:29][C:23]1[CH:24]=[C:25]([F:28])[CH:26]=[CH:27][C:22]=1[O:21][CH:13]([CH2:14][C:15]1[CH:20]=[CH:19][CH:18]=[CH:17][CH:16]=1)[CH:9]([N:8]([CH2:32][C:33]1[CH:38]=[CH:37][CH:36]=[CH:35][CH:34]=1)[CH2:1][C:2]1[CH:7]=[CH:6][CH:5]=[CH:4][CH:3]=1)[C:10]([OH:12])=[O:11], predict the reactants needed to synthesize it. The reactants are: [CH2:1]([N:8]([CH2:32][C:33]1[CH:38]=[CH:37][CH:36]=[CH:35][CH:34]=1)[CH:9]([CH:13]([O:21][C:22]1[CH:27]=[CH:26][C:25]([F:28])=[CH:24][C:23]=1[N+:29]([O-])=O)[CH2:14][C:15]1[CH:20]=[CH:19][CH:18]=[CH:17][CH:16]=1)[C:10]([OH:12])=[O:11])[C:2]1[CH:7]=[CH:6][CH:5]=[CH:4][CH:3]=1. (2) Given the product [CH3:40][O:39][C:37]([NH:2][C@@H:3]1[CH2:7][CH2:6][N:5]([C:8]2[CH:13]=[CH:12][C:11]([N:14]3[CH2:18][C@H:17]([CH2:19][N:20]([C:29]4[CH:33]=[CH:32][O:31][N:30]=4)[C:21]([O:23][CH2:24][C:25]([Cl:28])([Cl:26])[Cl:27])=[O:22])[O:16][C:15]3=[O:34])=[CH:10][C:9]=2[F:35])[CH2:4]1)=[O:38], predict the reactants needed to synthesize it. The reactants are: Cl.[NH2:2][C@@H:3]1[CH2:7][CH2:6][N:5]([C:8]2[CH:13]=[CH:12][C:11]([N:14]3[CH2:18][C@H:17]([CH2:19][N:20]([C:29]4[CH:33]=[CH:32][O:31][N:30]=4)[C:21]([O:23][CH2:24][C:25]([Cl:28])([Cl:27])[Cl:26])=[O:22])[O:16][C:15]3=[O:34])=[CH:10][C:9]=2[F:35])[CH2:4]1.Cl[C:37]([O:39][CH3:40])=[O:38]. (3) Given the product [NH2:44][C:43]1[N:42]([CH3:45])[N:41]=[CH:40][C:39]=1[NH:38][C:1]([NH:13][CH2:14][CH2:15][NH:16][C:17]([O:18][C:19]([CH3:20])([CH3:22])[CH3:21])=[O:23])=[O:2], predict the reactants needed to synthesize it. The reactants are: [C:1](N1C=CN=C1)(N1C=CN=C1)=[O:2].[NH2:13][CH2:14][CH2:15][NH:16][C:17](=[O:23])[O:18][C:19]([CH3:22])([CH3:21])[CH3:20].C(N(C(C)C)C(C)C)C.S(=O)(=O)(O)O.[NH2:38][C:39]1[CH:40]=[N:41][N:42]([CH3:45])[C:43]=1[NH2:44]. (4) The reactants are: O[C@H:2]([C:4]1[CH:5]=[C:6]([CH:9]=[CH:10][N:11]=1)[C:7]#[N:8])[CH3:3].C1C(=O)N([Cl:19])C(=O)C1.C1C=CC(P(C2C=CC=CC=2)C2C=CC=CC=2)=CC=1. Given the product [Cl:19][C@@H:2]([C:4]1[CH:5]=[C:6]([CH:9]=[CH:10][N:11]=1)[C:7]#[N:8])[CH3:3], predict the reactants needed to synthesize it.